Predict the reaction yield, written as a fraction of the theoretical maximum amount of product (1.0 means a 100% yield; for example, 0.34 means a 34% yield). From a dataset of Reaction yield outcomes from USPTO patents with 853,638 reactions. (1) The reactants are [CH3:1][O:2][C:3](=[O:62])[NH:4][CH:5]([C:9]([N:11]1[CH:17]([C:18]2[NH:19][C:20]([C:23]3[CH:28]=[CH:27][C:26]([C:29]4[CH:38]=[CH:37][C:36]5[C:31](=[CH:32][CH:33]=[C:34]([C:39]6[NH:40][C:41]([CH:44]7[CH:49]8[CH2:50][CH:46]([CH2:47][CH2:48]8)[N:45]7C(=O)C(C7CC7)NC(OC)=O)=[N:42][CH:43]=6)[CH:35]=5)[CH:30]=4)=[CH:25][CH:24]=3)=[CH:21][N:22]=2)[CH2:16][C:13]2([CH2:15][CH2:14]2)[CH2:12]1)=[O:10])[CH:6]([CH3:8])[CH3:7].[CH3:63][O:64][C:65]([CH3:76])([CH3:75])[CH:66]([NH:70][C:71]([O:73][CH3:74])=[O:72])[C:67]([OH:69])=O. No catalyst specified. The product is [CH3:74][O:73][C:71](=[O:72])[NH:70][CH:66]([C:67]([N:45]1[CH:44]([C:41]2[NH:40][C:39]([C:34]3[CH:33]=[CH:32][C:31]4[C:36](=[CH:37][CH:38]=[C:29]([C:26]5[CH:27]=[CH:28][C:23]([C:20]6[NH:19][C:18]([CH:17]7[CH2:16][C:13]8([CH2:14][CH2:15]8)[CH2:12][N:11]7[C:9](=[O:10])[CH:5]([NH:4][C:3]([O:2][CH3:1])=[O:62])[CH:6]([CH3:7])[CH3:8])=[N:22][CH:21]=6)=[CH:24][CH:25]=5)[CH:30]=4)[CH:35]=3)=[CH:43][N:42]=2)[CH:49]2[CH2:50][CH:46]1[CH2:47][CH2:48]2)=[O:69])[C:65]([O:64][CH3:63])([CH3:76])[CH3:75]. The yield is 0.350. (2) The reactants are [Cl:1][C:2]1[C:7]([C:8]#[N:9])=[CH:6][C:5]([C:10]2[C:19]3[C:14](=[CH:15][C:16]([S:20](OC4C(F)=C(F)C(F)=C(F)C=4F)(=[O:22])=[O:21])=[CH:17][CH:18]=3)[CH:13]=[CH:12][N:11]=2)=[C:4]([O:35][CH3:36])[CH:3]=1.[S:37]1[CH:41]=[N:40][N:39]=[C:38]1[NH2:42].C(=O)([O-])[O-].[Cs+].[Cs+].C(#N)C. The catalyst is C(OCC)(=O)C. The product is [Cl:1][C:2]1[C:7]([C:8]#[N:9])=[CH:6][C:5]([C:10]2[C:19]3[C:14](=[CH:15][C:16]([S:20]([NH:42][C:38]4[S:37][CH:41]=[N:40][N:39]=4)(=[O:21])=[O:22])=[CH:17][CH:18]=3)[CH:13]=[CH:12][N:11]=2)=[C:4]([O:35][CH3:36])[CH:3]=1. The yield is 0.800. (3) The reactants are [NH2:1][C:2]1[C:7]([Br:8])=[CH:6][C:5]([CH3:9])=[CH:4][N:3]=1.C1(C)C=CC=CC=1.I[C:18]1[CH:23]=[CH:22][CH:21]=[CH:20][C:19]=1[C:24]1[CH:29]=[CH:28][CH:27]=[CH:26][CH:25]=1.CC(C)([O-])C.[Na+]. The catalyst is [Pd](Cl)Cl.C1(P(C2C=CC=CC=2)C2C3OC4C(=CC=CC=4P(C4C=CC=CC=4)C4C=CC=CC=4)C(C)(C)C=3C=CC=2)C=CC=CC=1.O. The product is [C:19]1([C:24]2[CH:25]=[CH:26][CH:27]=[CH:28][CH:29]=2)[CH:20]=[CH:21][CH:22]=[CH:23][C:18]=1[NH:1][C:2]1[C:7]([Br:8])=[CH:6][C:5]([CH3:9])=[CH:4][N:3]=1. The yield is 0.810. (4) The product is [CH3:1][C:2]1[CH:10]=[CH:9][C:8]2[N:4]([C:5]([C:13]3[CH:18]=[CH:17][CH:16]=[CH:15][N:14]=3)=[C:6]([CH:11]=[O:12])[CH:7]=2)[CH:3]=1. The reactants are [CH3:1][C:2]1[CH:10]=[CH:9][C:8]2[N:4]([C:5]([C:13]3[CH:18]=[CH:17][CH:16]=[CH:15][N:14]=3)=[C:6]([CH2:11][OH:12])[CH:7]=2)[CH:3]=1. The catalyst is O=[Mn]=O. The yield is 0.940. (5) The reactants are [NH2:1][C:2]1[C:11]2[C:6](=[CH:7][CH:8]=[CH:9][CH:10]=2)[C:5]([O:12][C:13]2[C:22]3[NH:21][C:20](=[O:23])[CH:19]=[N:18][C:17]=3[N:16]=[CH:15][CH:14]=2)=[CH:4][CH:3]=1.[F:24][C:25]1[CH:30]=[CH:29][C:28]([C:31]([F:34])([F:33])[F:32])=[CH:27][C:26]=1[N:35]=[C:36]=[O:37]. No catalyst specified. The product is [F:24][C:25]1[CH:30]=[CH:29][C:28]([C:31]([F:34])([F:33])[F:32])=[CH:27][C:26]=1[NH:35][C:36]([NH:1][C:2]1[C:11]2[C:6](=[CH:7][CH:8]=[CH:9][CH:10]=2)[C:5]([O:12][C:13]2[C:22]3[NH:21][C:20](=[O:23])[CH:19]=[N:18][C:17]=3[N:16]=[CH:15][CH:14]=2)=[CH:4][CH:3]=1)=[O:37]. The yield is 0.980. (6) The reactants are C(OC([N:11]1[CH2:17][CH2:16][CH2:15][CH2:14][C:13]2[CH:18]=[C:19]([N:22]3[CH2:26][CH:25]([CH2:27][NH:28][C:29](=[O:31])[CH3:30])[O:24][C:23]3=[O:32])[CH:20]=[CH:21][C:12]1=2)=O)C1C=CC=CC=1. The catalyst is CO.[OH-].[Pd+2].[OH-]. The product is [O:32]=[C:23]1[N:22]([C:19]2[CH:20]=[CH:21][C:12]3[NH:11][CH2:17][CH2:16][CH2:15][CH2:14][C:13]=3[CH:18]=2)[CH2:26][CH:25]([CH2:27][NH:28][C:29](=[O:31])[CH3:30])[O:24]1. The yield is 0.830. (7) The reactants are [CH:1]([NH2:4])([CH3:3])[CH3:2].[Cl:5][CH2:6][CH2:7][N:8]=[C:9]=[O:10]. The catalyst is CC#N. The product is [Cl:5][CH2:6][CH2:7][NH:8][C:9]([NH:4][CH:1]([CH3:3])[CH3:2])=[O:10]. The yield is 0.730.